This data is from Reaction yield outcomes from USPTO patents with 853,638 reactions. The task is: Predict the reaction yield, written as a fraction of the theoretical maximum amount of product (1.0 means a 100% yield; for example, 0.34 means a 34% yield). (1) The reactants are [Cl:1][C:2]1[CH:24]=[C:23]([Cl:25])[C:22]([C:26]2[C:31]([F:32])=[CH:30][CH:29]=[CH:28][N:27]=2)=[CH:21][C:3]=1[C:4]([NH:6][C:7]1[N:11]([C:12]2[CH:17]=[CH:16][CH:15]=[CH:14][CH:13]=2)[N:10]=[C:9]([C:18](O)=[O:19])[CH:8]=1)=[O:5].C(N(CC)C(C)C)(C)C.[B-](F)(F)(F)F.CN(C(ON1C(=O)C=CC=C1)=[N+](C)C)C.[NH2:62][C:63]1([C:66]([NH:68][CH3:69])=[O:67])[CH2:65][CH2:64]1. The catalyst is CN(C=O)C.O. The product is [Cl:1][C:2]1[CH:24]=[C:23]([Cl:25])[C:22]([C:26]2[C:31]([F:32])=[CH:30][CH:29]=[CH:28][N:27]=2)=[CH:21][C:3]=1[C:4]([NH:6][C:7]1[N:11]([C:12]2[CH:17]=[CH:16][CH:15]=[CH:14][CH:13]=2)[N:10]=[C:9]([C:18]([NH:62][C:63]2([C:66](=[O:67])[NH:68][CH3:69])[CH2:65][CH2:64]2)=[O:19])[CH:8]=1)=[O:5]. The yield is 0.790. (2) The reactants are [Br:1][C:2]1[C:3]([N:19]2[CH2:24][CH2:23][CH2:22][C@@H:21]([NH:25]C(=O)OC(C)(C)C)[CH2:20]2)=[C:4]2[C:10]([NH:11][C:12]([CH:14]3[CH2:18][CH2:17][O:16][CH2:15]3)=[O:13])=[CH:9][NH:8][C:5]2=[N:6][CH:7]=1.[ClH:33]. The catalyst is C(O)(C(F)(F)F)=O.CO.C(Cl)Cl.CCOCC. The product is [ClH:33].[NH2:25][C@@H:21]1[CH2:22][CH2:23][CH2:24][N:19]([C:3]2[C:2]([Br:1])=[CH:7][N:6]=[C:5]3[NH:8][CH:9]=[C:10]([NH:11][C:12]([CH:14]4[CH2:18][CH2:17][O:16][CH2:15]4)=[O:13])[C:4]=23)[CH2:20]1. The yield is 0.370. (3) The product is [CH2:13]([C:12]1[CH:11]=[CH:10][S:9][C:8]=1[CH:4]=[O:5])[CH2:14][CH2:15][CH2:16][CH2:17][CH2:18][CH2:19][CH2:20][CH2:21][CH2:22][CH2:23][CH2:24][CH2:25][CH3:26]. The yield is 0.500. The reactants are [Mg].C1C[O:5][CH2:4]C1.Br[C:8]1[S:9][CH:10]=[CH:11][C:12]=1[CH2:13][CH2:14][CH2:15][CH2:16][CH2:17][CH2:18][CH2:19][CH2:20][CH2:21][CH2:22][CH2:23][CH2:24][CH2:25][CH3:26].Cl. The catalyst is CN(C=O)C. (4) The reactants are C([BH3-])#N.[Na+].[CH2:5]([O:8][C:9]([C:11]1[N:12]([NH2:16])[CH:13]=[CH:14][CH:15]=1)=[O:10])[CH:6]=[CH2:7].[Cl:17][C:18]1[CH:19]=[C:20]([CH:23]=[CH:24][C:25]=1[F:26])[CH:21]=O.C(O)(=O)C. The catalyst is CO. The product is [CH2:5]([O:8][C:9]([C:11]1[N:12]([NH:16][CH2:21][C:20]2[CH:23]=[CH:24][C:25]([F:26])=[C:18]([Cl:17])[CH:19]=2)[CH:13]=[CH:14][CH:15]=1)=[O:10])[CH:6]=[CH2:7]. The yield is 0.650. (5) The reactants are [CH2:1](Br)[C:2]1[CH:7]=[CH:6][CH:5]=[CH:4][CH:3]=1.[NH:9]1[CH:13]2[CH2:14][NH:15][CH2:16][CH2:17][N:12]2[CH2:11][CH2:10]1.C([O-])([O-])=O.[K+].[K+].[C-:24]#[N:25].[Na+]. The catalyst is C(#N)C. The product is [CH2:1]([N:9]1[CH2:10][CH2:11][N:12]([CH2:1][C:2]2[CH:7]=[CH:6][CH:5]=[CH:4][CH:3]=2)[CH2:17][CH2:16][N:15]([CH2:1][C:2]2[CH:7]=[CH:6][CH:5]=[CH:4][CH:3]=2)[CH2:14][CH:13]1[C:24]#[N:25])[C:2]1[CH:7]=[CH:6][CH:5]=[CH:4][CH:3]=1. The yield is 0.630.